This data is from Reaction yield outcomes from USPTO patents with 853,638 reactions. The task is: Predict the reaction yield, written as a fraction of the theoretical maximum amount of product (1.0 means a 100% yield; for example, 0.34 means a 34% yield). (1) The reactants are [C:1](=O)([O-])[O-].[Cs+].[Cs+].[Cl:7][C:8]1[CH:9]=[C:10]([C:15]([C:17]2[CH:22]=[CH:21][CH:20]=[CH:19][CH:18]=2)=[O:16])[C:11]([OH:14])=[N:12][CH:13]=1.[CH3:23][O:24][C:25](=[O:44])[CH2:26][CH2:27][C:28]1[CH:33]=[CH:32][C:31]([O:34][CH2:35][CH2:36][C@@H:37]([O:39]S(C)(=O)=O)[CH3:38])=[CH:30][CH:29]=1.[CH3:45]OC(=O)CC. The catalyst is CN(C=O)C.CO. The product is [CH3:23][O:24][C:25](=[O:44])[CH2:26][CH2:27][C:28]1[CH:33]=[CH:32][C:31]([O:34][CH2:35][CH2:36][C@@H:37]([O:14][C:11]2[C:10]([C:15](=[O:16])[C:17]3[CH:18]=[CH:19][CH:20]=[CH:21][CH:22]=3)=[CH:9][C:8]([Cl:7])=[CH:13][N:12]=2)[CH3:38])=[CH:30][C:29]=1[CH3:1].[C:15]([C:10]1[C:11]([O:39][C@@H:37]([CH3:38])[CH2:36][CH2:35][O:34][C:31]2[CH:32]=[CH:33][C:28]([CH2:27][CH2:26][C:25]([OH:24])=[O:44])=[C:29]([CH3:45])[CH:30]=2)=[N:12][CH:13]=[C:8]([Cl:7])[CH:9]=1)(=[O:16])[C:17]1[CH:22]=[CH:21][CH:20]=[CH:19][CH:18]=1. The yield is 0.500. (2) The reactants are Cl.[NH2:2][C@H:3]1[CH2:8][CH2:7][C@H:6]([OH:9])[CH2:5][CH2:4]1.C[O-].[Na+].Cl[C:14]1[N:22]=[C:21]2[C:17]([N:18]=[CH:19][N:20]2[CH:23]2[CH2:27][CH2:26][CH2:25][CH2:24]2)=[C:16]([NH:28][CH2:29][C:30]2[CH:31]=[N:32][C:33]([C:36]3[O:37][CH:38]=[CH:39][CH:40]=3)=[CH:34][CH:35]=2)[N:15]=1.CN1CCCC1=O. The catalyst is CO.O. The product is [CH:23]1([N:20]2[CH:19]=[N:18][C:17]3[C:21]2=[N:22][C:14]([NH:2][CH:3]2[CH2:8][CH2:7][CH:6]([OH:9])[CH2:5][CH2:4]2)=[N:15][C:16]=3[NH:28][CH2:29][C:30]2[CH:31]=[N:32][C:33]([C:36]3[O:37][CH:38]=[CH:39][CH:40]=3)=[CH:34][CH:35]=2)[CH2:24][CH2:25][CH2:26][CH2:27]1. The yield is 0.330.